Dataset: Full USPTO retrosynthesis dataset with 1.9M reactions from patents (1976-2016). Task: Predict the reactants needed to synthesize the given product. (1) Given the product [C:24]([O:23][C:21]([NH:20][S:19]([NH:18][CH2:17][CH2:16][CH2:15][CH2:14][C@H:9]([NH:8][C:31]([O:33][CH2:34][CH3:35])=[O:32])[C:10]([O:12][CH3:13])=[O:11])(=[O:28])=[O:29])=[O:22])([CH3:25])([CH3:26])[CH3:27], predict the reactants needed to synthesize it. The reactants are: CN1CCOCC1.[NH2:8][C@@H:9]([CH2:14][CH2:15][CH2:16][CH2:17][NH:18][S:19](=[O:29])(=[O:28])[NH:20][C:21]([O:23][C:24]([CH3:27])([CH3:26])[CH3:25])=[O:22])[C:10]([O:12][CH3:13])=[O:11].Cl[C:31]([O:33][CH2:34][CH3:35])=[O:32].[N-]=C=O. (2) Given the product [CH3:19][O:18][N:20]=[C:6]([C:8]1[CH:13]=[CH:12][C:11]([F:14])=[CH:10][CH:9]=1)[C:5]1[CH:15]=[CH:16][C:2]([F:1])=[CH:3][CH:4]=1, predict the reactants needed to synthesize it. The reactants are: [F:1][C:2]1[CH:16]=[CH:15][C:5]([C:6]([C:8]2[CH:13]=[CH:12][C:11]([F:14])=[CH:10][CH:9]=2)=O)=[CH:4][CH:3]=1.Cl.[O:18]([NH2:20])[CH3:19]. (3) Given the product [CH3:5][C:2]1([CH3:1])[C:6]2([CH2:10][CH2:9][N:8]([C:11]([O:13][C:14]([CH3:17])([CH3:16])[CH3:15])=[O:12])[CH2:7]2)[O:18][C:4](=[O:21])[CH2:3]1, predict the reactants needed to synthesize it. The reactants are: [CH3:1][C:2]([C:6]1([OH:18])[CH2:10][CH2:9][N:8]([C:11]([O:13][C:14]([CH3:17])([CH3:16])[CH3:15])=[O:12])[CH2:7]1)([CH3:5])[CH:3]=[CH2:4].C(O)(=[O:21])C.O.